Dataset: Reaction yield outcomes from USPTO patents with 853,638 reactions. Task: Predict the reaction yield, written as a fraction of the theoretical maximum amount of product (1.0 means a 100% yield; for example, 0.34 means a 34% yield). (1) The reactants are [Br:1][C:2]1[CH:7]=[CH:6][N:5]2[N:8]=[CH:9][C:10](C(OCC)=O)=[C:4]2[CH:3]=1.[OH-].[Na+]. The catalyst is OS(O)(=O)=O. The product is [Br:1][C:2]1[CH:7]=[CH:6][N:5]2[N:8]=[CH:9][CH:10]=[C:4]2[CH:3]=1. The yield is 0.995. (2) The reactants are [C:1]([C:3]1[CH:8]=[CH:7][C:6](Br)=[CH:5][C:4]=1[F:10])#[N:2].[NH:11]1[C:19]2[C:14](=[CH:15][CH:16]=[CH:17][CH:18]=2)[C:13]2([CH2:24][CH:23](B(O)O)[CH2:22][CH2:21][CH2:20]2)[C:12]1=[O:28].C([O-])(=O)C.[Na+].[OH-].[Na+]. The catalyst is COCCOC.O.C1C=CC([P]([Pd]([P](C2C=CC=CC=2)(C2C=CC=CC=2)C2C=CC=CC=2)([P](C2C=CC=CC=2)(C2C=CC=CC=2)C2C=CC=CC=2)[P](C2C=CC=CC=2)(C2C=CC=CC=2)C2C=CC=CC=2)(C2C=CC=CC=2)C2C=CC=CC=2)=CC=1. The product is [C:1]([C:3]1[CH:8]=[CH:7][C:6]([C:16]2[CH:15]=[C:14]3[C:19](=[CH:18][CH:17]=2)[NH:11][C:12](=[O:28])[C:13]23[CH2:24][CH2:23][CH2:22][CH2:21][CH2:20]2)=[CH:5][C:4]=1[F:10])#[N:2]. The yield is 0.370.